This data is from Reaction yield outcomes from USPTO patents with 853,638 reactions. The task is: Predict the reaction yield, written as a fraction of the theoretical maximum amount of product (1.0 means a 100% yield; for example, 0.34 means a 34% yield). (1) The catalyst is CN(C=O)C.[Cu]I.C1C=CC([P]([Pd]([P](C2C=CC=CC=2)(C2C=CC=CC=2)C2C=CC=CC=2)([P](C2C=CC=CC=2)(C2C=CC=CC=2)C2C=CC=CC=2)[P](C2C=CC=CC=2)(C2C=CC=CC=2)C2C=CC=CC=2)(C2C=CC=CC=2)C2C=CC=CC=2)=CC=1. The reactants are [CH3:1][Si:2]([C:5]#[CH:6])([CH3:4])[CH3:3].I[C:8]1[C:16]2[C:11](=[N:12][CH:13]=[C:14]([C:17]3[CH:22]=[CH:21][C:20]([S:23]([CH:26]([CH3:28])[CH3:27])(=[O:25])=[O:24])=[CH:19][CH:18]=3)[N:15]=2)[N:10]([S:29]([C:32]2[CH:37]=[CH:36][C:35]([CH3:38])=[CH:34][CH:33]=2)(=[O:31])=[O:30])[CH:9]=1.C(N(CC)CC)C. The yield is 0.560. The product is [CH:26]([S:23]([C:20]1[CH:19]=[CH:18][C:17]([C:14]2[N:15]=[C:16]3[C:8]([C:6]#[C:5][Si:2]([CH3:4])([CH3:3])[CH3:1])=[CH:9][N:10]([S:29]([C:32]4[CH:33]=[CH:34][C:35]([CH3:38])=[CH:36][CH:37]=4)(=[O:30])=[O:31])[C:11]3=[N:12][CH:13]=2)=[CH:22][CH:21]=1)(=[O:24])=[O:25])([CH3:28])[CH3:27]. (2) The yield is 0.620. The reactants are [Cl:1][C:2]1[CH:7]=[CH:6][C:5]([C:8]2[N:12]([CH2:13][CH:14]3[CH2:19][CH2:18][CH2:17][CH2:16][CH2:15]3)[C:11]3[CH:20]=[C:21]([F:25])[C:22]([F:24])=[CH:23][C:10]=3[N:9]=2)=[C:4]([O:26]C)[CH:3]=1.B(Br)(Br)Br. The catalyst is ClCCl. The product is [Cl:1][C:2]1[CH:7]=[CH:6][C:5]([C:8]2[N:12]([CH2:13][CH:14]3[CH2:15][CH2:16][CH2:17][CH2:18][CH2:19]3)[C:11]3[CH:20]=[C:21]([F:25])[C:22]([F:24])=[CH:23][C:10]=3[N:9]=2)=[C:4]([OH:26])[CH:3]=1.